This data is from Reaction yield outcomes from USPTO patents with 853,638 reactions. The task is: Predict the reaction yield, written as a fraction of the theoretical maximum amount of product (1.0 means a 100% yield; for example, 0.34 means a 34% yield). The reactants are [NH2:1][C:2]1[N:7]=[CH:6][N:5]=[C:4]2[N:8]([CH:15]([C:17]3[C:18]([O:36][CH2:37][CH3:38])=[C:19]([C:25]4[CH:26]=[CH:27][C:28]([C:31]([N:33]([CH3:35])[CH3:34])=[O:32])=[N:29][CH:30]=4)[C:20]([CH3:24])=[C:21]([Cl:23])[CH:22]=3)[CH3:16])[N:9]=[C:10]([CH:11]([OH:14])CO)[C:3]=12.C(O)(=O)C.I([O-])(=O)(=O)=O.[Na+]. The catalyst is O1CCCC1.O. The product is [NH2:1][C:2]1[N:7]=[CH:6][N:5]=[C:4]2[N:8]([CH:15]([C:17]3[C:18]([O:36][CH2:37][CH3:38])=[C:19]([C:25]4[CH:26]=[CH:27][C:28]([C:31]([N:33]([CH3:35])[CH3:34])=[O:32])=[N:29][CH:30]=4)[C:20]([CH3:24])=[C:21]([Cl:23])[CH:22]=3)[CH3:16])[N:9]=[C:10]([CH:11]=[O:14])[C:3]=12. The yield is 0.900.